Dataset: Catalyst prediction with 721,799 reactions and 888 catalyst types from USPTO. Task: Predict which catalyst facilitates the given reaction. (1) Reactant: C(O[CH:4](O)[C:5]([C:7]1[CH:8]=[C:9]([NH:13][S:14]([C:17]2[CH:22]=[CH:21][CH:20]=[CH:19][CH:18]=2)(=[O:16])=[O:15])[CH:10]=[CH:11][CH:12]=1)=[O:6])C.[I:24][C:25]1[N:26]=[CH:27][N:28]([CH2:30][CH2:31][C:32]([NH2:35])([CH3:34])[CH3:33])[CH:29]=1.[BH4-].[Na+].C(=O)([O-])[O-].[K+].[K+]. Product: [OH:6][CH:5]([C:7]1[CH:8]=[C:9]([NH:13][S:14]([C:17]2[CH:18]=[CH:19][CH:20]=[CH:21][CH:22]=2)(=[O:15])=[O:16])[CH:10]=[CH:11][CH:12]=1)[CH2:4][NH:35][C:32]([CH3:34])([CH3:33])[CH2:31][CH2:30][N:28]1[CH:29]=[C:25]([I:24])[N:26]=[CH:27]1. The catalyst class is: 8. (2) Reactant: [F:1][C:2]1[CH:7]=[CH:6][C:5]([OH:8])=[CH:4][CH:3]=1.Cl[C:10]1[N:15]=[CH:14][C:13]([C:16]([O:18]C)=[O:17])=[CH:12][CH:11]=1.C(=O)([O-])[O-].[Cs+].[Cs+].O. Product: [F:1][C:2]1[CH:7]=[CH:6][C:5]([O:8][C:10]2[N:15]=[CH:14][C:13]([C:16]([OH:18])=[O:17])=[CH:12][CH:11]=2)=[CH:4][CH:3]=1. The catalyst class is: 16. (3) Reactant: [BH4-].[Na+].[CH3:3][CH:4]([C:10](=[O:15])[CH2:11][CH2:12][CH:13]=[CH2:14])[C:5]([O:7][CH2:8][CH3:9])=[O:6]. Product: [OH:15][CH:10]([CH2:11][CH2:12][CH:13]=[CH2:14])[CH:4]([CH3:3])[C:5]([O:7][CH2:8][CH3:9])=[O:6]. The catalyst class is: 5. (4) Reactant: [NH2:1][C:2]1[N:7]=[CH:6][N:5]=[C:4]([NH:8][C:9]2[C:14](=[O:15])[N:13](CC3C=CC(OC)=CC=3)[C:12]([C:25]([NH:27]CC3C=CC(OC)=CC=3)=[O:26])=[C:11]([Cl:37])[CH:10]=2)[CH:3]=1.FC(F)(F)C(O)=O.FC(F)(F)S(O)(=O)=O.CO. Product: [NH2:1][C:2]1[N:7]=[CH:6][N:5]=[C:4]([NH:8][C:9]2[C:14](=[O:15])[NH:13][C:12]([C:25]([NH2:27])=[O:26])=[C:11]([Cl:37])[CH:10]=2)[CH:3]=1. The catalyst class is: 4. (5) Reactant: [CH:1]1([O:6][C:7]2[CH:8]=[C:9]([C:12]([F:17])=[CH:13][C:14]=2[O:15][CH3:16])[CH:10]=[O:11])[CH2:5][CH2:4][CH2:3][CH2:2]1.S(=O)(=O)([OH:20])N.Cl([O-])=O.[Na+]. Product: [CH:1]1([O:6][C:7]2[CH:8]=[C:9]([C:12]([F:17])=[CH:13][C:14]=2[O:15][CH3:16])[C:10]([OH:20])=[O:11])[CH2:5][CH2:4][CH2:3][CH2:2]1. The catalyst class is: 86.